Dataset: Peptide-MHC class I binding affinity with 185,985 pairs from IEDB/IMGT. Task: Regression. Given a peptide amino acid sequence and an MHC pseudo amino acid sequence, predict their binding affinity value. This is MHC class I binding data. (1) The peptide sequence is SSQVLQQSTY. The MHC is HLA-A33:01 with pseudo-sequence HLA-A33:01. The binding affinity (normalized) is 0.0894. (2) The peptide sequence is LEVNNPTPF. The MHC is HLA-B15:01 with pseudo-sequence HLA-B15:01. The binding affinity (normalized) is 0.576. (3) The peptide sequence is RMMETWHPL. The MHC is HLA-A68:02 with pseudo-sequence HLA-A68:02. The binding affinity (normalized) is 0.548. (4) The peptide sequence is LAYFPVFRFLNGS. The MHC is HLA-B44:03 with pseudo-sequence HLA-B44:03. The binding affinity (normalized) is 0.0942. (5) The peptide sequence is LWISVKVLF. The MHC is HLA-A30:02 with pseudo-sequence HLA-A30:02. The binding affinity (normalized) is 0.168. (6) The peptide sequence is GYHSLTYL. The MHC is H-2-Kd with pseudo-sequence H-2-Kd. The binding affinity (normalized) is 0.628. (7) The peptide sequence is FPPTSFGPL. The MHC is HLA-A33:01 with pseudo-sequence HLA-A33:01. The binding affinity (normalized) is 0. (8) The peptide sequence is HFIDERGESII. The MHC is HLA-A23:01 with pseudo-sequence HLA-A23:01. The binding affinity (normalized) is 0.116. (9) The peptide sequence is YQCGHYTHI. The MHC is HLA-A02:03 with pseudo-sequence HLA-A02:03. The binding affinity (normalized) is 0.751.